Dataset: Catalyst prediction with 721,799 reactions and 888 catalyst types from USPTO. Task: Predict which catalyst facilitates the given reaction. (1) Reactant: [F:1][C:2]1[CH:34]=[N:33][C:5]2[N:6]([CH:26]3[CH2:31][CH2:30][N:29]([CH3:32])[CH2:28][CH2:27]3)[C:7](=[O:25])[N:8]([C@@H:11]3[CH2:16][CH2:15][C@H:14]([NH:17][C:18](=[O:24])OC(C)(C)C)[CH2:13][CH2:12]3)[C:9](=[O:10])[C:4]=2[CH:3]=1.Cl.O1CCOCC1.[F:42][C:43]1[CH:44]=[CH:45][C:46]2[N:47]([CH:49]=[C:50](C(O)=O)[N:51]=2)[CH:48]=1.C(N(CC)C(C)C)(C)C. Product: [F:42][C:43]1[CH:44]=[CH:45][C:46]2[N:47]([CH:49]=[C:50]([C:18]([NH:17][C@H:14]3[CH2:13][CH2:12][C@@H:11]([N:8]4[C:9](=[O:10])[C:4]5[CH:3]=[C:2]([F:1])[CH:34]=[N:33][C:5]=5[N:6]([CH:26]5[CH2:31][CH2:30][N:29]([CH3:32])[CH2:28][CH2:27]5)[C:7]4=[O:25])[CH2:16][CH2:15]3)=[O:24])[N:51]=2)[CH:48]=1. The catalyst class is: 255. (2) Reactant: S(Cl)([Cl:3])=O.N1C2C=CC=CC=2N=N1.O[CH2:15][C:16]1[CH:17]=[CH:18][C:19]([O:26][CH3:27])=[C:20]([CH:25]=1)[C:21]([O:23][CH3:24])=[O:22]. Product: [Cl:3][CH2:15][C:16]1[CH:17]=[CH:18][C:19]([O:26][CH3:27])=[C:20]([CH:25]=1)[C:21]([O:23][CH3:24])=[O:22]. The catalyst class is: 2. (3) Reactant: CO[C:3](=[O:47])[CH2:4][N:5]1[C:13]2[C:8](=[CH:9][C:10]([O:16][CH3:17])=[C:11]([O:14][CH3:15])[CH:12]=2)[C:7]([C:18]2[CH:23]=[CH:22][C:21]([O:24][CH3:25])=[CH:20][CH:19]=2)=[C:6]1[CH2:26][NH:27][C:28]([C:41]1[CH:46]=[CH:45][CH:44]=[CH:43][CH:42]=1)([C:35]1[CH:40]=[CH:39][CH:38]=[CH:37][CH:36]=1)[C:29]1[CH:34]=[CH:33][CH:32]=[CH:31][CH:30]=1.[CH2:48](Cl)Cl.C(O)(C(F)(F)F)=O. Product: [CH3:15][O:14][C:11]1[C:10]([O:16][CH3:48])=[CH:9][C:8]2[C:7]([C:18]3[CH:23]=[CH:22][C:21]([O:24][CH3:25])=[CH:20][CH:19]=3)=[C:6]3[CH2:26][NH:27][C:3](=[O:47])[CH2:4][N:5]3[C:13]=2[CH:12]=1.[CH3:17][O:16][C:10]1[CH:9]=[C:8]2[C:13](=[CH:12][C:11]=1[O:14][CH3:15])[NH:5][C:6]([CH2:26][NH:27][C:28]([C:29]1[CH:30]=[CH:31][CH:32]=[CH:33][CH:34]=1)([C:35]1[CH:40]=[CH:39][CH:38]=[CH:37][CH:36]=1)[C:41]1[CH:42]=[CH:43][CH:44]=[CH:45][CH:46]=1)=[C:7]2[C:18]1[CH:23]=[CH:22][C:21]([O:24][CH3:25])=[CH:20][CH:19]=1. The catalyst class is: 4. (4) Reactant: [Cl-:1].[Al+3].[Cl-].[Cl-].[CH3:5]OCOC.[CH2:10]([S:12][C:13]1[CH:18]=[CH:17][CH:16]=[CH:15][CH:14]=1)[CH3:11]. Product: [CH2:10]([S:12][C:13]1[CH:18]=[CH:17][C:16]([CH2:5][Cl:1])=[CH:15][CH:14]=1)[CH3:11]. The catalyst class is: 26. (5) The catalyst class is: 11. Product: [O:8]=[C:1]1[CH2:2][CH2:3][C:4](=[CH:16][C:17]([O:19][CH3:20])=[O:18])[CH2:5][CH2:6]1. Reactant: [C:1]1(=[O:8])[CH2:6][CH2:5][C:4](=O)[CH2:3][CH2:2]1.C1(P(C2C=CC=CC=2)(C2C=CC=CC=2)=[CH:16][C:17]([O:19][CH3:20])=[O:18])C=CC=CC=1. (6) Reactant: CC1(C)C(C)(C)OB([C:9]2[CH:10]=[N:11][N:12]([C:14]3[CH:15]=[N:16][CH:17]=[CH:18][CH:19]=3)[CH:13]=2)O1.Br[C:22]1[S:23][CH:24]=[C:25]([C:27]([NH:29][S:30]([CH3:33])(=[O:32])=[O:31])=[O:28])[N:26]=1. Product: [CH3:33][S:30]([NH:29][C:27]([C:25]1[N:26]=[C:22]([C:9]2[CH:10]=[N:11][N:12]([C:14]3[CH:15]=[N:16][CH:17]=[CH:18][CH:19]=3)[CH:13]=2)[S:23][CH:24]=1)=[O:28])(=[O:31])=[O:32]. The catalyst class is: 73.